Dataset: Catalyst prediction with 721,799 reactions and 888 catalyst types from USPTO. Task: Predict which catalyst facilitates the given reaction. (1) Reactant: [CH:1]1([O:7][C:8]2[CH:13]=[CH:12][C:11]([CH2:14][C:15](=[O:20])[CH2:16][CH2:17][CH2:18][CH3:19])=[CH:10][CH:9]=2)[CH2:6][CH2:5][CH2:4][CH2:3][CH2:2]1.C(N(CC)CC)C.[C:28]([O:32][CH2:33][CH3:34])(=[O:31])[CH:29]=[O:30]. Product: [CH2:33]([O:32][C:28](=[O:31])[CH:29]([OH:30])[CH:14]([C:11]1[CH:10]=[CH:9][C:8]([O:7][CH:1]2[CH2:6][CH2:5][CH2:4][CH2:3][CH2:2]2)=[CH:13][CH:12]=1)[C:15](=[O:20])[CH2:16][CH2:17][CH2:18][CH3:19])[CH3:34]. The catalyst class is: 1. (2) Reactant: [OH:1][C:2]1[CH:9]=[CH:8][C:5]([CH:6]=[O:7])=[CH:4][CH:3]=1.CN(C)C=O.C(=O)([O-])[O-].[K+].[K+].[CH2:21]([O:23][C:24](=[O:29])[C:25](Br)([CH3:27])[CH3:26])[CH3:22]. Product: [CH2:21]([O:23][C:24](=[O:29])[C:25]([O:1][C:2]1[CH:9]=[CH:8][C:5]([CH:6]=[O:7])=[CH:4][CH:3]=1)([CH3:27])[CH3:26])[CH3:22]. The catalyst class is: 238. (3) Reactant: [Cl:1][C:2]1[CH:7]=[CH:6][C:5]([C:8](=[NH:20])[NH:9][C:10]2[CH:15]=[CH:14][C:13]([S:16]([CH3:19])(=[O:18])=[O:17])=[CH:12][CH:11]=2)=[CH:4][CH:3]=1.C(=O)(O)[O-].[Na+].[Cl:26][C:27]1[CH:28]=[C:29]([CH:34]=[CH:35][CH:36]=1)[C:30](=O)[CH2:31]Br. Product: [Cl:1][C:2]1[CH:3]=[CH:4][C:5]([C:8]2[N:9]([C:10]3[CH:15]=[CH:14][C:13]([S:16]([CH3:19])(=[O:17])=[O:18])=[CH:12][CH:11]=3)[CH:31]=[C:30]([C:29]3[CH:34]=[CH:35][CH:36]=[C:27]([Cl:26])[CH:28]=3)[N:20]=2)=[CH:6][CH:7]=1. The catalyst class is: 32. (4) Reactant: [C:1]([O:5][C:6]([N:8]1[CH2:11][CH:10]([C:12]([OH:14])=O)[CH2:9]1)=[O:7])([CH3:4])([CH3:3])[CH3:2].CN(C(ON1N=NC2C=CC=CC1=2)=[N+](C)C)C.[B-](F)(F)(F)F.[CH3:37][NH:38][CH2:39][C:40]1[CH:45]=[CH:44][C:43]([N:46]2[CH:54]=[C:53]3[C:48]([C:49]([C:55]([NH2:57])=[O:56])=[CH:50][CH:51]=[CH:52]3)=[N:47]2)=[CH:42][CH:41]=1.CN(CC1C=CC(N2C=C3C(C(C(N)=O)=CC=C3)=N2)=CC=1)C.CCN(CC)CC. Product: [NH2:57][C:55]([C:49]1[C:48]2[C:53](=[CH:54][N:46]([C:43]3[CH:44]=[CH:45][C:40]([CH2:39][N:38]([CH3:37])[C:12]([CH:10]4[CH2:9][N:8]([C:6]([O:5][C:1]([CH3:2])([CH3:3])[CH3:4])=[O:7])[CH2:11]4)=[O:14])=[CH:41][CH:42]=3)[N:47]=2)[CH:52]=[CH:51][CH:50]=1)=[O:56]. The catalyst class is: 31. (5) Reactant: [ClH:1].Cl.Cl.[CH2:4]([N:6]([CH2:20]/[CH:21]=[CH:22]/[C:23]1[CH:24]=[C:25]([CH:29]=[CH:30][CH:31]=1)[C:26]([NH2:28])=[NH:27])[C:7]1[CH:12]=[CH:11][C:10]([O:13][CH:14]2[CH2:19][CH2:18][NH:17][CH2:16][CH2:15]2)=[CH:9][CH:8]=1)[CH3:5].Cl.[C:33](=[NH:38])(OCC)[CH3:34].C(N(CC)CC)C.Cl. Product: [ClH:1].[ClH:1].[ClH:1].[C:33]([N:17]1[CH2:16][CH2:15][CH:14]([O:13][C:10]2[CH:11]=[CH:12][C:7]([N:6]([CH2:20]/[CH:21]=[CH:22]/[C:23]3[CH:24]=[C:25]([CH:29]=[CH:30][CH:31]=3)[C:26]([NH2:28])=[NH:27])[CH2:4][CH3:5])=[CH:8][CH:9]=2)[CH2:19][CH2:18]1)(=[NH:38])[CH3:34]. The catalyst class is: 71. (6) Reactant: [N:1]1[CH:6]=[CH:5][CH:4]=[C:3]([C:7]2[S:8][C:9]([C:12](=[N:14][OH:15])[CH3:13])=[CH:10][N:11]=2)[CH:2]=1.C(=O)([O-])[O-].Cl[C:21]1[N:26]=[CH:25][CH:24]=[CH:23][N:22]=1. Product: [N:1]1[CH:6]=[CH:5][CH:4]=[C:3]([C:7]2[S:8][C:9]([C:12](=[N:14][O:15][C:21]3[N:26]=[CH:25][CH:24]=[CH:23][N:22]=3)[CH3:13])=[CH:10][N:11]=2)[CH:2]=1. The catalyst class is: 10. (7) Reactant: [C:1]1([CH2:7][O:8][C:9]2[CH:17]=[CH:16][CH:15]=[C:14]3[C:10]=2[CH:11]=[N:12][NH:13]3)[CH:6]=[CH:5][CH:4]=[CH:3][CH:2]=1.[CH3:18][O:19][C:20]1[CH:25]=[CH:24][C:23](B(O)O)=[CH:22][CH:21]=1.N1C=CC=CC=1. Product: [CH3:18][O:19][C:20]1[CH:25]=[CH:24][C:23]([N:13]2[C:14]3[C:10](=[C:9]([O:8][CH2:7][C:1]4[CH:2]=[CH:3][CH:4]=[CH:5][CH:6]=4)[CH:17]=[CH:16][CH:15]=3)[CH:11]=[N:12]2)=[CH:22][CH:21]=1. The catalyst class is: 302. (8) Reactant: [C:1]1([C:7]2[NH:11][N:10]=[C:9]([C:12]([OH:14])=O)[CH:8]=2)[CH:6]=[CH:5][CH:4]=[CH:3][CH:2]=1.CCOC(C(C#N)=NOC(N1CCOCC1)=[N+](C)C)=O.F[P-](F)(F)(F)(F)F.[C:42]([O:46][C:47](=[O:53])[NH:48][CH2:49][CH2:50][CH2:51][NH2:52])([CH3:45])([CH3:44])[CH3:43].CCN(C(C)C)C(C)C. Product: [C:1]1([C:7]2[NH:11][N:10]=[C:9]([C:12]([NH:52][CH2:51][CH2:50][CH2:49][NH:48][C:47](=[O:53])[O:46][C:42]([CH3:44])([CH3:43])[CH3:45])=[O:14])[CH:8]=2)[CH:2]=[CH:3][CH:4]=[CH:5][CH:6]=1. The catalyst class is: 3. (9) Reactant: C([O:8][C:9]1[C:14](=[O:15])[CH:13]=[CH:12][N:11]([CH3:16])[C:10]=1[CH:17](OS(C)(=O)=O)[C:18]([F:21])([F:20])[F:19])C1C=CC=CC=1.[H][H]. Product: [OH:8][C:9]1[C:14](=[O:15])[CH:13]=[CH:12][N:11]([CH3:16])[C:10]=1[CH2:17][C:18]([F:21])([F:19])[F:20]. The catalyst class is: 29.